From a dataset of Forward reaction prediction with 1.9M reactions from USPTO patents (1976-2016). Predict the product of the given reaction. (1) Given the reactants [CH3:1][C:2]1[CH:17]=[CH:16][CH:15]=[C:14]([CH3:18])[C:3]=1[CH2:4][O:5][C:6]1[CH:7]=[C:8]([CH:11]=[CH:12][CH:13]=1)[C:9]#[N:10].[N-:19]=[N+:20]=[N-:21].[Na+].[Cl-].[NH4+], predict the reaction product. The product is: [CH3:1][C:2]1[CH:17]=[CH:16][CH:15]=[C:14]([CH3:18])[C:3]=1[CH2:4][O:5][C:6]1[CH:7]=[C:8]([C:9]2[NH:21][N:20]=[N:19][N:10]=2)[CH:11]=[CH:12][CH:13]=1. (2) Given the reactants [C:1]([O:5][C:6]([N:8]1[CH2:12][CH2:11][CH:10]([CH:13]([OH:20])[C:14]2[CH:19]=[CH:18][CH:17]=[CH:16][CH:15]=2)[CH2:9]1)=[O:7])([CH3:4])([CH3:3])[CH3:2].I[C:22]1[CH:27]=[CH:26][CH:25]=[CH:24][C:23]=1[CH3:28].N1C2C(=CC=C3C=2N=CC=C3)C=CC=1.C([O-])([O-])=O.[Cs+].[Cs+], predict the reaction product. The product is: [C:1]([O:5][C:6]([N:8]1[CH2:12][CH2:11][CH:10]([CH:13]([C:14]2[CH:15]=[CH:16][CH:17]=[CH:18][CH:19]=2)[O:20][C:22]2[CH:27]=[CH:26][CH:25]=[CH:24][C:23]=2[CH3:28])[CH2:9]1)=[O:7])([CH3:4])([CH3:2])[CH3:3].